Dataset: Full USPTO retrosynthesis dataset with 1.9M reactions from patents (1976-2016). Task: Predict the reactants needed to synthesize the given product. (1) Given the product [Br:1][C:2]1[C:3]([C:24]([NH:27][C:28]2[CH:33]=[CH:32][CH:31]=[CH:30][CH:29]=2)=[O:26])=[CH:4][C:5]2[N:6]([C:8]([CH2:15][CH:16]3[CH2:17][CH2:18][C:19]([F:23])([F:22])[CH2:20][CH2:21]3)=[C:9]([C:11]([F:12])([F:13])[F:14])[N:10]=2)[CH:7]=1, predict the reactants needed to synthesize it. The reactants are: [Br:1][C:2]1[C:3]([C:24]([OH:26])=O)=[CH:4][C:5]2[N:6]([C:8]([CH2:15][CH:16]3[CH2:21][CH2:20][C:19]([F:23])([F:22])[CH2:18][CH2:17]3)=[C:9]([C:11]([F:14])([F:13])[F:12])[N:10]=2)[CH:7]=1.[NH2:27][C:28]1[CH:33]=[CH:32][CH:31]=[CH:30][CH:29]=1. (2) Given the product [Br:16][C:17]1[CH:18]=[C:19]2[C:24](=[CH:25][CH:26]=1)[C:23](=[O:27])[NH:22][C:21](=[O:28])[C:20]2=[CH:29][NH:14][C:11]1[CH:12]=[CH:13][C:8]([N:5]2[C:6]([CH3:7])=[C:2]([Cl:1])[C:3]([CH3:15])=[N:4]2)=[CH:9][CH:10]=1, predict the reactants needed to synthesize it. The reactants are: [Cl:1][C:2]1[C:3]([CH3:15])=[N:4][N:5]([C:8]2[CH:13]=[CH:12][C:11]([NH2:14])=[CH:10][CH:9]=2)[C:6]=1[CH3:7].[Br:16][C:17]1[CH:18]=[C:19]2[C:24](=[CH:25][CH:26]=1)[C:23](=[O:27])[NH:22][C:21](=[O:28])[C:20]2=[CH:29]OC.CCOC(C)=O.O. (3) Given the product [F:35][C:36]1[CH:41]=[C:40]([F:42])[CH:39]=[CH:38][C:37]=1[C:43]([N:45]=[C:46]=[S:47])=[O:44].[F:35][C:36]1[CH:41]=[C:40]([F:42])[CH:39]=[CH:38][C:37]=1[C:43]([NH:45][C:46]([NH:31][C:30]1[CH:32]=[CH:33][C:27]([O:26][C:17]2[C:16]3[C:21](=[CH:22][C:23]([O:24][CH3:25])=[C:14]([O:13][CH3:12])[CH:15]=3)[N:20]=[CH:19][CH:18]=2)=[CH:28][C:29]=1[F:34])=[S:47])=[O:44], predict the reactants needed to synthesize it. The reactants are: FC1C=C(F)C=CC=1C(Cl)=O.[CH3:12][O:13][C:14]1[CH:15]=[C:16]2[C:21](=[CH:22][C:23]=1[O:24][CH3:25])[N:20]=[CH:19][CH:18]=[C:17]2[O:26][C:27]1[CH:33]=[CH:32][C:30]([NH2:31])=[C:29]([F:34])[CH:28]=1.[F:35][C:36]1[CH:41]=[C:40]([F:42])[CH:39]=[CH:38][C:37]=1[C:43]([N:45]=[C:46]=[S:47])=[O:44].